From a dataset of Full USPTO retrosynthesis dataset with 1.9M reactions from patents (1976-2016). Predict the reactants needed to synthesize the given product. Given the product [N+:8]([C:5]1[CH:6]=[CH:7][C:2]2[NH:1][C:19](=[O:20])[CH2:18][O:11][C:3]=2[CH:4]=1)([O-:10])=[O:9], predict the reactants needed to synthesize it. The reactants are: [NH2:1][C:2]1[CH:7]=[CH:6][C:5]([N+:8]([O-:10])=[O:9])=[CH:4][C:3]=1[OH:11].C([O-])(O)=O.[Na+].Cl[CH2:18][C:19](Cl)=[O:20].